This data is from Forward reaction prediction with 1.9M reactions from USPTO patents (1976-2016). The task is: Predict the product of the given reaction. (1) Given the reactants C(OC([C:6]1[N:7]=C[O:9][C:10]=1[CH2:11][C:12]1[CH:17]=[CH:16][C:15]([Cl:18])=[C:14]([F:19])[CH:13]=1)=O)C.Cl, predict the reaction product. The product is: [ClH:18].[NH2:7][CH2:6][C:10](=[O:9])[CH2:11][C:12]1[CH:17]=[CH:16][C:15]([Cl:18])=[C:14]([F:19])[CH:13]=1. (2) Given the reactants [CH3:1][NH:2][CH2:3][C:4]1[CH:9]=[CH:8][C:7]([N+:10]([O-:12])=[O:11])=[CH:6][CH:5]=1.O1CCC[CH2:14]1.[CH3:18][C:19]1[CH:28]=[C:27]2[C:22](C(Cl)=[N:24][C:25]([Cl:29])=[N:26]2)=[CH:21][CH:20]=1, predict the reaction product. The product is: [Cl:29][C:25]1[N:24]=[C:1]([NH:2][C@H:3]([C:4]2[CH:5]=[CH:6][C:7]([N+:10]([O-:12])=[O:11])=[CH:8][CH:9]=2)[CH3:14])[C:22]2[C:27](=[CH:28][C:19]([CH3:18])=[CH:20][CH:21]=2)[N:26]=1. (3) Given the reactants [CH3:1][O:2][C:3]1[CH:4]=[C:5]([CH:23]=[CH:24][C:25]=1[O:26][CH3:27])[CH2:6][CH:7]1[C:16]2[C:11](=[CH:12][C:13]([O:21][CH3:22])=[C:14]([O:19][CH3:20])[C:15]=2[O:17][CH3:18])[CH2:10][CH2:9][NH:8]1.Br[CH2:29][C:30](Br)=[O:31].[C:33]1([CH2:39][CH2:40][NH2:41])[CH:38]=[CH:37][CH:36]=[CH:35][CH:34]=1, predict the reaction product. The product is: [CH3:1][O:2][C:3]1[CH:4]=[C:5]([CH:23]=[CH:24][C:25]=1[O:26][CH3:27])[CH2:6][CH:7]1[C:16]2[C:11](=[CH:12][C:13]([O:21][CH3:22])=[C:14]([O:19][CH3:20])[C:15]=2[O:17][CH3:18])[CH2:10][CH2:9][N:8]1[CH2:29][C:30]([NH:41][CH2:40][CH2:39][C:33]1[CH:38]=[CH:37][CH:36]=[CH:35][CH:34]=1)=[O:31].